Dataset: Catalyst prediction with 721,799 reactions and 888 catalyst types from USPTO. Task: Predict which catalyst facilitates the given reaction. (1) Reactant: [Cl:1][C:2]1[CH:7]=[C:6]2[NH:8][C:9](=[O:39])[C:10]3([CH:15]([C:16]4[CH:21]=[C:20]([Cl:22])[CH:19]=[CH:18][C:17]=4[O:23][C:24]([C:27]([OH:29])=O)([CH3:26])[CH3:25])[CH2:14][C:13](=[O:30])[NH:12][CH:11]3[C:31]3[CH:36]=[C:35]([F:37])[CH:34]=[CH:33][C:32]=3[CH3:38])[C:5]2=[CH:4][CH:3]=1.C1N=CN(C(N2C=NC=C2)=O)C=1.[CH:52]1([S:55]([NH2:58])(=[O:57])=[O:56])[CH2:54][CH2:53]1.[H-].[Na+].Cl. Product: [Cl:1][C:2]1[CH:7]=[C:6]2[NH:8][C:9](=[O:39])[C:10]3([CH:15]([C:16]4[CH:21]=[C:20]([Cl:22])[CH:19]=[CH:18][C:17]=4[O:23][C:24]([CH3:26])([CH3:25])[C:27]([NH:58][S:55]([CH:52]4[CH2:54][CH2:53]4)(=[O:57])=[O:56])=[O:29])[CH2:14][C:13](=[O:30])[NH:12][CH:11]3[C:31]3[CH:36]=[C:35]([F:37])[CH:34]=[CH:33][C:32]=3[CH3:38])[C:5]2=[CH:4][CH:3]=1. The catalyst class is: 18. (2) Reactant: C([O:8][C:9](=[O:21])[CH2:10][N:11]1[C:15]([CH3:16])=[N:14][C:13]([CH2:17][N:18]([CH3:20])[CH3:19])=[N:12]1)C1C=CC=CC=1. Product: [CH3:19][N:18]([CH2:17][C:13]1[N:14]=[C:15]([CH3:16])[N:11]([CH2:10][C:9]([OH:21])=[O:8])[N:12]=1)[CH3:20]. The catalyst class is: 14. (3) Reactant: [Br:1][C:2]1[CH:3]=[CH:4][C:5]([C:13]([N:15]2[CH2:20][CH2:19][N:18]([C:21]3[C:26]([CH3:27])=[CH:25][C:24]([CH3:28])=[CH:23][N:22]=3)[CH2:17][CH2:16]2)=[O:14])=[C:6]([NH:8][S:9]([CH3:12])(=[O:11])=[O:10])[CH:7]=1.[H-].[Na+].[CH3:31]I.O. Product: [Br:1][C:2]1[CH:3]=[CH:4][C:5]([C:13]([N:15]2[CH2:16][CH2:17][N:18]([C:21]3[C:26]([CH3:27])=[CH:25][C:24]([CH3:28])=[CH:23][N:22]=3)[CH2:19][CH2:20]2)=[O:14])=[C:6]([N:8]([CH3:31])[S:9]([CH3:12])(=[O:11])=[O:10])[CH:7]=1. The catalyst class is: 9. (4) Reactant: [CH3:1][O:2][C:3]1[CH:8]=[CH:7][C:6]([CH:9]2[CH2:13][C:12]3=[C:14]([C:19]([O:21][CH3:22])=[O:20])[C:15]([OH:18])=[CH:16][CH:17]=[C:11]3[O:10]2)=[CH:5][CH:4]=1.ClCCl.C(N(CC)CC)C.[CH:33]1([C:37](Cl)=[O:38])[CH2:36][CH2:35][CH2:34]1. Product: [CH:33]1([C:37]([O:18][C:15]2[C:14]([C:19]([O:21][CH3:22])=[O:20])=[C:12]3[CH2:13][CH:9]([C:6]4[CH:5]=[CH:4][C:3]([O:2][CH3:1])=[CH:8][CH:7]=4)[O:10][C:11]3=[CH:17][CH:16]=2)=[O:38])[CH2:36][CH2:35][CH2:34]1. The catalyst class is: 6. (5) Reactant: [CH3:1][S:2][C:3]1[S:4][C:5]2[CH:11]=[C:10]([CH2:12][N:13]3[C:17]4=[N:18][CH:19]=[C:20]([C:22]([F:25])([F:24])[F:23])[CH:21]=[C:16]4[N:15]=[CH:14]3)[CH:9]=[CH:8][C:6]=2[N:7]=1.C1C=C(Cl)C=C(C(OO)=[O:34])C=1. Product: [CH3:1][S:2]([C:3]1[S:4][C:5]2[CH:11]=[C:10]([CH2:12][N:13]3[C:17]4=[N:18][CH:19]=[C:20]([C:22]([F:25])([F:23])[F:24])[CH:21]=[C:16]4[N:15]=[CH:14]3)[CH:9]=[CH:8][C:6]=2[N:7]=1)=[O:34]. The catalyst class is: 2. (6) Product: [C:16]([O:15][C:13](=[O:14])[CH2:12][N:4]1[CH2:5][CH2:6][CH2:7][N:2]([CH3:1])[C:3]1=[O:8])([CH3:19])([CH3:18])[CH3:17]. Reactant: [CH3:1][N:2]1[CH2:7][CH2:6][CH2:5][NH:4][C:3]1=[O:8].[H-].[Na+].Br[CH2:12][C:13]([O:15][C:16]([CH3:19])([CH3:18])[CH3:17])=[O:14]. The catalyst class is: 3. (7) Reactant: Br[C:2]1[CH:3]=[C:4]2[C:9](=[CH:10][CH:11]=1)[N:8]=[CH:7][CH:6]=[C:5]2[S:12][C:13]1([C:17]([O:19][CH2:20][CH3:21])=[O:18])[CH2:16][CH2:15][CH2:14]1.[F:22][C:23]([F:34])([F:33])[C:24]1[CH:25]=[C:26](B(O)O)[CH:27]=[CH:28][CH:29]=1.C(=O)([O-])[O-].[Na+].[Na+].O1CCOCC1. Product: [F:22][C:23]([F:34])([F:33])[C:24]1[CH:29]=[C:28]([C:2]2[CH:3]=[C:4]3[C:9](=[CH:10][CH:11]=2)[N:8]=[CH:7][CH:6]=[C:5]3[S:12][C:13]2([C:17]([O:19][CH2:20][CH3:21])=[O:18])[CH2:16][CH2:15][CH2:14]2)[CH:27]=[CH:26][CH:25]=1. The catalyst class is: 6.